Dataset: CYP2D6 inhibition data for predicting drug metabolism from PubChem BioAssay. Task: Regression/Classification. Given a drug SMILES string, predict its absorption, distribution, metabolism, or excretion properties. Task type varies by dataset: regression for continuous measurements (e.g., permeability, clearance, half-life) or binary classification for categorical outcomes (e.g., BBB penetration, CYP inhibition). Dataset: cyp2d6_veith. (1) The drug is Cc1ccc2c(c1)-c1c(cnn1CC(=O)O)CO2. The result is 0 (non-inhibitor). (2) The drug is CO[C@H]1C=CO[C@]2(C)Oc3c(C)c(O)c4c(O)c(c5c(c4c3C2=O)NC2(CCN(CC(C)C)CC2)N=5)=NC(=O)C(C)=CC=C[C@@H](C)[C@@H](O)[C@@H](C)[C@@H](O)[C@@H](C)[C@@H](OC(C)=O)[C@@H]1C. The result is 0 (non-inhibitor). (3) The molecule is O=c1c(C=Nc2ccc(Oc3ccccc3)cc2)c[nH]n1-c1cccc(Cl)n1. The result is 0 (non-inhibitor). (4) The drug is COc1ccc(-c2nc(C#N)c(N3CCC(C(N)=O)CC3)o2)cc1OC. The result is 0 (non-inhibitor). (5) The molecule is N[C@@H](Cc1ccccc1)P(=O)(O)O. The result is 0 (non-inhibitor).